Dataset: Forward reaction prediction with 1.9M reactions from USPTO patents (1976-2016). Task: Predict the product of the given reaction. Given the reactants [F:1][CH:2]([F:5])[CH2:3][OH:4].[H-].[Na+].F[C:9]1[N:17]=[CH:16][CH:15]=[CH:14][C:10]=1[C:11]([OH:13])=[O:12].Cl, predict the reaction product. The product is: [F:1][CH:2]([F:5])[CH2:3][O:4][C:9]1[N:17]=[CH:16][CH:15]=[CH:14][C:10]=1[C:11]([OH:13])=[O:12].